Dataset: Catalyst prediction with 721,799 reactions and 888 catalyst types from USPTO. Task: Predict which catalyst facilitates the given reaction. (1) Reactant: [CH:1]1([N:5]([CH2:21][CH2:22][CH2:23][C:24]2[C:32]3[C:27](=[CH:28][CH:29]=[C:30]([F:33])[CH:31]=3)[NH:26][CH:25]=2)[C@@H:6]2[CH2:15][C:14]3[C:13]([C:16]([NH2:18])=[O:17])=[CH:12][CH:11]=[C:10]([O:19]C)[C:9]=3[O:8][CH2:7]2)[CH2:4][CH2:3][CH2:2]1.B(Br)(Br)Br. Product: [CH:1]1([N:5]([CH2:21][CH2:22][CH2:23][C:24]2[C:32]3[C:27](=[CH:28][CH:29]=[C:30]([F:33])[CH:31]=3)[NH:26][CH:25]=2)[C@@H:6]2[CH2:15][C:14]3[C:13]([C:16]([NH2:18])=[O:17])=[CH:12][CH:11]=[C:10]([OH:19])[C:9]=3[O:8][CH2:7]2)[CH2:2][CH2:3][CH2:4]1. The catalyst class is: 2. (2) Reactant: Cl.[NH:2]1[CH2:7][CH2:6][CH:5]([C:8]2[C:9]([N:14]3[CH2:19][CH2:18][CH:17]([CH2:20][OH:21])[CH2:16][CH2:15]3)=[N:10][CH:11]=[CH:12][N:13]=2)[CH2:4][CH2:3]1.Cl[C:23]1[CH:32]=[CH:31][C:30]2[C:25](=[CH:26][CH:27]=[CH:28][CH:29]=2)[N:24]=1.C([O-])([O-])=O.[Cs+].[Cs+]. Product: [N:24]1[C:25]2[C:30](=[CH:29][CH:28]=[CH:27][CH:26]=2)[CH:31]=[CH:32][C:23]=1[N:2]1[CH2:3][CH2:4][CH:5]([C:8]2[C:9]([N:14]3[CH2:19][CH2:18][CH:17]([CH2:20][OH:21])[CH2:16][CH2:15]3)=[N:10][CH:11]=[CH:12][N:13]=2)[CH2:6][CH2:7]1. The catalyst class is: 18. (3) Reactant: C(OC([N:11]1[CH2:15][CH2:14][C@H:13]([O:16][CH2:17][CH2:18][O:19][CH2:20][CH2:21][O:22][CH2:23][CH2:24][O:25]CC2C=CC=CC=2)[CH2:12]1)=O)C1C=CC=CC=1. Product: [NH:11]1[CH2:15][CH2:14][C@H:13]([O:16][CH2:17][CH2:18][O:19][CH2:20][CH2:21][O:22][CH2:23][CH2:24][OH:25])[CH2:12]1. The catalyst class is: 29. (4) Reactant: [CH:1]1([CH2:4][O:5][C:6]2[CH:25]=[CH:24][C:9]3[CH:10]=[C:11]([C@H:13]4[CH2:18][CH2:17][C@H:16]([O:19][CH2:20][CH:21]([NH2:23])[CH3:22])[CH2:15][CH2:14]4)[O:12][C:8]=3[CH:7]=2)[CH2:3][CH2:2]1.[C:26](OC(=O)C)(=[O:28])[CH3:27]. Product: [CH:1]1([CH2:4][O:5][C:6]2[CH:25]=[CH:24][C:9]3[CH:10]=[C:11]([C@H:13]4[CH2:18][CH2:17][C@H:16]([O:19][CH2:20][CH:21]([NH:23][C:26](=[O:28])[CH3:27])[CH3:22])[CH2:15][CH2:14]4)[O:12][C:8]=3[CH:7]=2)[CH2:3][CH2:2]1. The catalyst class is: 17. (5) Reactant: [CH3:1][C:2]1[C:6]([C:7]2[CH:8]=[C:9]3[N:15]([C:16]([CH3:24])([C:18]4[CH:23]=[CH:22][CH:21]=[CH:20][N:19]=4)[CH3:17])[CH:14]=[C:13]([C:25]4[CH:34]=[CH:33][C:28]([C:29]([O:31]C)=[O:30])=[CH:27][CH:26]=4)[C:10]3=[N:11][CH:12]=2)=[C:5]([CH3:35])[O:4][N:3]=1.[OH-].[Li+].O.Cl. Product: [CH3:1][C:2]1[C:6]([C:7]2[CH:8]=[C:9]3[N:15]([C:16]([CH3:24])([C:18]4[CH:23]=[CH:22][CH:21]=[CH:20][N:19]=4)[CH3:17])[CH:14]=[C:13]([C:25]4[CH:26]=[CH:27][C:28]([C:29]([OH:31])=[O:30])=[CH:33][CH:34]=4)[C:10]3=[N:11][CH:12]=2)=[C:5]([CH3:35])[O:4][N:3]=1. The catalyst class is: 1. (6) Reactant: Cl[C:2]1[N:7]=[C:6]([NH:8][C:9]([C:11]2([C:14]3[CH:24]=[CH:23][C:17]4[O:18][C:19]([F:22])([F:21])[O:20][C:16]=4[CH:15]=3)[CH2:13][CH2:12]2)=[O:10])[CH:5]=[C:4]([CH3:25])[C:3]=1[C:26]#[N:27].C(=O)([O-])[O-].[K+].[K+].[CH3:34][O:35][C:36]1[CH:41]=[CH:40][C:39](B(O)O)=[CH:38][N:37]=1. Product: [C:26]([C:3]1[C:2]([C:39]2[CH:38]=[N:37][C:36]([O:35][CH3:34])=[CH:41][CH:40]=2)=[N:7][C:6]([NH:8][C:9]([C:11]2([C:14]3[CH:24]=[CH:23][C:17]4[O:18][C:19]([F:21])([F:22])[O:20][C:16]=4[CH:15]=3)[CH2:12][CH2:13]2)=[O:10])=[CH:5][C:4]=1[CH3:25])#[N:27]. The catalyst class is: 276. (7) Reactant: [CH3:1][C:2]1[C:3]2[CH:10]=[CH:9][N:8]([C@@H:11]3[O:17][C@H:16]([CH2:18][OH:19])[C@@H:14]([OH:15])[C@H:12]3[OH:13])[C:4]=2[N:5]=[CH:6][N:7]=1.[I:20]N1C(=O)CCC1=O.[O-]S([O-])=O.[Na+].[Na+].O. Product: [I:20][C:10]1[C:3]2[C:2]([CH3:1])=[N:7][CH:6]=[N:5][C:4]=2[N:8]([C@@H:11]2[O:17][C@H:16]([CH2:18][OH:19])[C@@H:14]([OH:15])[C@H:12]2[OH:13])[CH:9]=1. The catalyst class is: 3.